This data is from NCI-60 drug combinations with 297,098 pairs across 59 cell lines. The task is: Regression. Given two drug SMILES strings and cell line genomic features, predict the synergy score measuring deviation from expected non-interaction effect. (1) Drug 1: CCCS(=O)(=O)NC1=C(C(=C(C=C1)F)C(=O)C2=CNC3=C2C=C(C=N3)C4=CC=C(C=C4)Cl)F. Drug 2: CC1CCC2CC(C(=CC=CC=CC(CC(C(=O)C(C(C(=CC(C(=O)CC(OC(=O)C3CCCCN3C(=O)C(=O)C1(O2)O)C(C)CC4CCC(C(C4)OC)OCCO)C)C)O)OC)C)C)C)OC. Cell line: OVCAR3. Synergy scores: CSS=32.3, Synergy_ZIP=9.59, Synergy_Bliss=12.0, Synergy_Loewe=6.98, Synergy_HSA=10.8. (2) Drug 1: C1=CC(=CC=C1CC(C(=O)O)N)N(CCCl)CCCl.Cl. Drug 2: CC12CCC3C(C1CCC2OP(=O)(O)O)CCC4=C3C=CC(=C4)OC(=O)N(CCCl)CCCl.[Na+]. Cell line: SF-539. Synergy scores: CSS=14.0, Synergy_ZIP=-7.00, Synergy_Bliss=-7.09, Synergy_Loewe=-13.6, Synergy_HSA=-7.77. (3) Drug 1: CN1CCC(CC1)COC2=C(C=C3C(=C2)N=CN=C3NC4=C(C=C(C=C4)Br)F)OC. Drug 2: CC1=CC=C(C=C1)C2=CC(=NN2C3=CC=C(C=C3)S(=O)(=O)N)C(F)(F)F. Cell line: MDA-MB-435. Synergy scores: CSS=0.633, Synergy_ZIP=1.63, Synergy_Bliss=5.22, Synergy_Loewe=-0.749, Synergy_HSA=1.70. (4) Cell line: HCT116. Drug 2: C1=NC2=C(N=C(N=C2N1C3C(C(C(O3)CO)O)F)Cl)N. Synergy scores: CSS=15.1, Synergy_ZIP=-2.58, Synergy_Bliss=-1.71, Synergy_Loewe=-76.4, Synergy_HSA=-4.58. Drug 1: C1CC(C1)(C(=O)O)C(=O)O.[NH2-].[NH2-].[Pt+2]. (5) Drug 1: CN1C2=C(C=C(C=C2)N(CCCl)CCCl)N=C1CCCC(=O)O.Cl. Drug 2: CC1C(C(CC(O1)OC2CC(CC3=C2C(=C4C(=C3O)C(=O)C5=C(C4=O)C(=CC=C5)OC)O)(C(=O)CO)O)N)O.Cl. Cell line: OVCAR-5. Synergy scores: CSS=16.4, Synergy_ZIP=1.66, Synergy_Bliss=1.66, Synergy_Loewe=-6.42, Synergy_HSA=-0.455. (6) Drug 1: CC1OCC2C(O1)C(C(C(O2)OC3C4COC(=O)C4C(C5=CC6=C(C=C35)OCO6)C7=CC(=C(C(=C7)OC)O)OC)O)O. Drug 2: CC1C(C(=O)NC(C(=O)N2CCCC2C(=O)N(CC(=O)N(C(C(=O)O1)C(C)C)C)C)C(C)C)NC(=O)C3=C4C(=C(C=C3)C)OC5=C(C(=O)C(=C(C5=N4)C(=O)NC6C(OC(=O)C(N(C(=O)CN(C(=O)C7CCCN7C(=O)C(NC6=O)C(C)C)C)C)C(C)C)C)N)C. Cell line: RXF 393. Synergy scores: CSS=18.4, Synergy_ZIP=1.07, Synergy_Bliss=4.82, Synergy_Loewe=5.07, Synergy_HSA=5.00. (7) Drug 1: CC=C1C(=O)NC(C(=O)OC2CC(=O)NC(C(=O)NC(CSSCCC=C2)C(=O)N1)C(C)C)C(C)C. Drug 2: CCN(CC)CCCC(C)NC1=C2C=C(C=CC2=NC3=C1C=CC(=C3)Cl)OC. Cell line: NCI/ADR-RES. Synergy scores: CSS=18.7, Synergy_ZIP=-3.49, Synergy_Bliss=-2.54, Synergy_Loewe=-2.48, Synergy_HSA=-3.32. (8) Drug 1: CCC(=C(C1=CC=CC=C1)C2=CC=C(C=C2)OCCN(C)C)C3=CC=CC=C3.C(C(=O)O)C(CC(=O)O)(C(=O)O)O. Drug 2: C(CC(=O)O)C(=O)CN.Cl. Cell line: UACC-257. Synergy scores: CSS=1.26, Synergy_ZIP=-3.03, Synergy_Bliss=-6.48, Synergy_Loewe=-3.97, Synergy_HSA=-4.91.